This data is from Forward reaction prediction with 1.9M reactions from USPTO patents (1976-2016). The task is: Predict the product of the given reaction. (1) Given the reactants Cl.NO.C[N:5](C)/[CH:6]=[CH:7]/[C:8]([C:10]1[CH:15]=[CH:14][C:13]([C:16]2[N:17]=[C:18]3[CH:23]=[CH:22][C:21]([I:24])=[CH:20][N:19]3[CH:25]=2)=[CH:12][CH:11]=1)=[O:9], predict the reaction product. The product is: [I:24][C:21]1[CH:22]=[CH:23][C:18]2[N:19]([CH:25]=[C:16]([C:13]3[CH:14]=[CH:15][C:10]([C:8]4[O:9][N:5]=[CH:6][CH:7]=4)=[CH:11][CH:12]=3)[N:17]=2)[CH:20]=1. (2) Given the reactants [Br:1][C:2]1[C:3]([CH3:9])=[CH:4][C:5]([OH:8])=[N:6][CH:7]=1.[F:10][C:11]([F:19])(S(F)(=O)=O)C(O)=O.[O-]S([O-])(=O)=O.[Na+].[Na+], predict the reaction product. The product is: [Br:1][C:2]1[C:3]([CH3:9])=[CH:4][C:5]([O:8][CH:11]([F:19])[F:10])=[N:6][CH:7]=1. (3) Given the reactants [C:1]([N:8]([CH3:14])[C@H:9]([C:11]([OH:13])=O)[CH3:10])([O:3][C:4]([CH3:7])([CH3:6])[CH3:5])=[O:2].[CH2:15]([O:22][C:23]1[CH:24]=[C:25]([CH:27]=[CH:28][CH:29]=1)[NH2:26])[C:16]1[CH:21]=[CH:20][CH:19]=[CH:18][CH:17]=1.O.C(OCC)(=O)C, predict the reaction product. The product is: [CH2:15]([O:22][C:23]1[CH:24]=[C:25]([NH:26][C:11](=[O:13])[C@@H:9]([N:8]([CH3:14])[C:1](=[O:2])[O:3][C:4]([CH3:5])([CH3:6])[CH3:7])[CH3:10])[CH:27]=[CH:28][CH:29]=1)[C:16]1[CH:17]=[CH:18][CH:19]=[CH:20][CH:21]=1. (4) The product is: [CH3:10][O:9][N:7]([CH3:8])[C:5](=[O:6])[C:4]1[CH:3]=[C:2]([NH:1][C:29](=[O:30])[C:28]([F:39])([F:38])[F:27])[CH:13]=[C:12]([S:14]([F:19])([F:15])([F:16])([F:17])[F:18])[CH:11]=1. Given the reactants [NH2:1][C:2]1[CH:3]=[C:4]([CH:11]=[C:12]([S:14]([F:19])([F:18])([F:17])([F:16])[F:15])[CH:13]=1)[C:5]([N:7]([O:9][CH3:10])[CH3:8])=[O:6].C(N(CC)CC)C.[F:27][C:28]([F:39])([F:38])[C:29](O[C:29](=[O:30])[C:28]([F:39])([F:38])[F:27])=[O:30].C(=O)([O-])O.[Na+], predict the reaction product. (5) Given the reactants [O:1]=[C:2]1[NH:7][C:6](=[O:8])[CH:5]=[C:4]([O:9][CH2:10][CH2:11][CH3:12])[N:3]1[CH2:13][C:14]1[CH:19]=[CH:18][C:17]([C:20]2[C:21]([C:26]#[N:27])=[CH:22][CH:23]=[CH:24][CH:25]=2)=[CH:16][C:15]=1[F:28].Br[CH2:30][C:31]([C:33]1[CH:38]=[CH:37][C:36]([O:39][CH3:40])=[CH:35][CH:34]=1)=[O:32].CN(C)C=O.[H-].[Na+], predict the reaction product. The product is: [F:28][C:15]1[CH:16]=[C:17]([C:20]2[C:21]([C:26]#[N:27])=[CH:22][CH:23]=[CH:24][CH:25]=2)[CH:18]=[CH:19][C:14]=1[CH2:13][N:3]1[C:4]([O:9][CH2:10][CH2:11][CH3:12])=[CH:5][C:6](=[O:8])[N:7]([CH2:30][C:31]([C:33]2[CH:38]=[CH:37][C:36]([O:39][CH3:40])=[CH:35][CH:34]=2)=[O:32])[C:2]1=[O:1].